From a dataset of Catalyst prediction with 721,799 reactions and 888 catalyst types from USPTO. Predict which catalyst facilitates the given reaction. Reactant: [H-].[Na+].[I:3][C:4]1[CH:5]=[N:6][NH:7][CH:8]=1.Cl[C:10]1[C:15]([C:16]([F:19])([F:18])[F:17])=[CH:14][CH:13]=[CH:12][N:11]=1.O. Product: [I:3][C:4]1[CH:5]=[N:6][N:7]([C:10]2[C:15]([C:16]([F:19])([F:18])[F:17])=[CH:14][CH:13]=[CH:12][N:11]=2)[CH:8]=1. The catalyst class is: 9.